Dataset: Catalyst prediction with 721,799 reactions and 888 catalyst types from USPTO. Task: Predict which catalyst facilitates the given reaction. Reactant: [S:1]1[CH:3]([C:4]([C:6]2[CH:11]=[CH:10][C:9]([CH3:12])=[CH:8][CH:7]=2)=[CH2:5])[CH2:2]1. Product: [C:9]1([CH3:12])[CH:8]=[CH:7][C:6]([C:4]2[CH2:3][S:1][CH2:2][CH:5]=2)=[CH:11][CH:10]=1. The catalyst class is: 48.